From a dataset of Peptide-MHC class II binding affinity with 134,281 pairs from IEDB. Regression. Given a peptide amino acid sequence and an MHC pseudo amino acid sequence, predict their binding affinity value. This is MHC class II binding data. (1) The peptide sequence is ASSDITAQLSQLISL. The MHC is DRB3_0202 with pseudo-sequence DRB3_0202. The binding affinity (normalized) is 0.172. (2) The peptide sequence is AVTDGRNGRLLSIPI. The MHC is DRB1_0301 with pseudo-sequence DRB1_0301. The binding affinity (normalized) is 0.386. (3) The peptide sequence is EKKYFAATQFEVLAA. The MHC is HLA-DPA10201-DPB10101 with pseudo-sequence HLA-DPA10201-DPB10101. The binding affinity (normalized) is 0.973. (4) The peptide sequence is NHIPGYKVQTNGPWM. The MHC is HLA-DQA10201-DQB10303 with pseudo-sequence HLA-DQA10201-DQB10303. The binding affinity (normalized) is 0.449. (5) The peptide sequence is GELQIIDKIDAAFKI. The MHC is DRB1_0404 with pseudo-sequence DRB1_0404. The binding affinity (normalized) is 0.616.